This data is from Reaction yield outcomes from USPTO patents with 853,638 reactions. The task is: Predict the reaction yield, written as a fraction of the theoretical maximum amount of product (1.0 means a 100% yield; for example, 0.34 means a 34% yield). (1) The reactants are [Br:1][C:2]1[CH:3]=[C:4]([NH:8][CH:9]=[C:10]2[C:15](=[O:16])OC(C)(C)OC2=O)[CH:5]=[N:6][CH:7]=1.C1(OC2C=CC=CC=2)C=CC=CC=1. No catalyst specified. The product is [Br:1][C:2]1[CH:3]=[C:4]2[C:5]([C:15](=[O:16])[CH:10]=[CH:9][NH:8]2)=[N:6][CH:7]=1. The yield is 0.840. (2) The reactants are [Cl:1][C:2]1[CH:7]=[CH:6][CH:5]=[CH:4][C:3]=1[NH:8][C:9]1[C:10]([C:19]([OH:21])=[O:20])=[CH:11][C:12]2[O:16][CH:15]=[N:14][C:13]=2[C:17]=1[F:18].C1C(=O)N([Br:29])C(=O)C1. The catalyst is CN(C=O)C. The product is [Br:29][C:6]1[CH:5]=[CH:4][C:3]([NH:8][C:9]2[C:10]([C:19]([OH:21])=[O:20])=[CH:11][C:12]3[O:16][CH:15]=[N:14][C:13]=3[C:17]=2[F:18])=[C:2]([Cl:1])[CH:7]=1. The yield is 0.699. (3) The reactants are [CH2:1]([O:8][C:9]1[CH:26]=[CH:25][C:24]2[C:23]3[C@H:14]([C@H:15]4[C@@:19]([CH2:21][C:22]=3[CH2:27][CH:28]=[CH2:29])([CH3:20])[C@@H:18]([O:30][CH2:31][C:32]3[CH:37]=[CH:36][CH:35]=[CH:34][CH:33]=3)[CH2:17][CH2:16]4)[CH2:13][CH2:12][C:11]=2[CH:10]=1)[C:2]1[CH:7]=[CH:6][CH:5]=[CH:4][CH:3]=1.[F:38][C:39]([F:66])([C:56]([F:65])([F:64])[C:57]([F:63])([F:62])[C:58]([F:61])([F:60])[F:59])[CH2:40][CH2:41][CH:42]([CH2:48][CH2:49][CH2:50][CH2:51][CH2:52][CH2:53]C=C)[C:43]([O:45][CH2:46][CH3:47])=[O:44]. The catalyst is ClCCl.C(P(C1CCCCC1)(C1CCCCC1)C1CCCCC1)(P(C1CCCCC1)(C1CCCCC1)C1CCCCC1)C1C=CC=CC=1.Cl[Ru]Cl. The product is [CH2:1]([O:8][C:9]1[CH:26]=[CH:25][C:24]2[C:23]3[C@H:14]([C@H:15]4[C@@:19]([CH2:21][C:22]=3[CH2:27][CH:28]=[CH:29][CH2:53][CH2:52][CH2:51][CH2:50][CH2:49][CH2:48][CH:42]([CH2:41][CH2:40][C:39]([F:38])([F:66])[C:56]([F:64])([F:65])[C:57]([F:62])([F:63])[C:58]([F:59])([F:61])[F:60])[C:43]([O:45][CH2:46][CH3:47])=[O:44])([CH3:20])[C@@H:18]([O:30][CH2:31][C:32]3[CH:33]=[CH:34][CH:35]=[CH:36][CH:37]=3)[CH2:17][CH2:16]4)[CH2:13][CH2:12][C:11]=2[CH:10]=1)[C:2]1[CH:7]=[CH:6][CH:5]=[CH:4][CH:3]=1. The yield is 0.480. (4) The reactants are F[C:2](F)(F)C(O)=O.[NH:8]1[CH2:11][CH:10]([O:12][C:13]2[CH:18]=[CH:17][C:16]([N:19]3[CH:24]=[CH:23][C:22]4[CH:25]=[C:26]([C:28]5[CH:33]=[CH:32][C:31]([Cl:34])=[CH:30][CH:29]=5)[S:27][C:21]=4[C:20]3=[O:35])=[CH:15][C:14]=2[O:36][CH3:37])[CH2:9]1.CO.C=O.C([BH3-])#N.[Na+]. The catalyst is C(O)(=O)C. The product is [Cl:34][C:31]1[CH:30]=[CH:29][C:28]([C:26]2[S:27][C:21]3[C:20](=[O:35])[N:19]([C:16]4[CH:17]=[CH:18][C:13]([O:12][CH:10]5[CH2:9][N:8]([CH3:2])[CH2:11]5)=[C:14]([O:36][CH3:37])[CH:15]=4)[CH:24]=[CH:23][C:22]=3[CH:25]=2)=[CH:33][CH:32]=1. The yield is 0.610. (5) The reactants are F[C:2]1[CH:7]=[CH:6][C:5]([N+:8]([O-])=O)=[CH:4][C:3]=1[C:11]([F:14])([F:13])[F:12].[NH:15]1[CH2:20][CH2:19][O:18][CH2:17][CH2:16]1. The catalyst is CS(C)=O.O. The product is [N:15]1([C:2]2[CH:7]=[CH:6][C:5]([NH2:8])=[CH:4][C:3]=2[C:11]([F:14])([F:13])[F:12])[CH2:20][CH2:19][O:18][CH2:17][CH2:16]1. The yield is 0.990. (6) The reactants are CC1C=CC(S(O[CH2:12][C:13]2([C:16]([F:19])([F:18])[F:17])[CH2:15][CH2:14]2)(=O)=O)=CC=1.C[N:21]([CH3:24])C=O.[CH2:25]1OCCOCCOCCOCCOCCOC1.[C-]#N.[K+]. The catalyst is C(OCC)(=O)C. The product is [F:19][C:16]([F:17])([F:18])[C:13]1([CH2:12][CH2:25][C:24]#[N:21])[CH2:14][CH2:15]1. The yield is 0.950. (7) The reactants are C[O:2][C:3](=[O:38])[CH2:4][C@H:5]1[C:9]2[CH:10]=[CH:11][C:12]([O:14][CH2:15][C:16]3[CH:17]=[C:18]([C:22]4[C:27]([CH3:28])=[CH:26][C:25]([O:29][CH2:30][CH2:31][CH2:32][S:33]([CH3:36])(=[O:35])=[O:34])=[CH:24][C:23]=4[CH3:37])[CH:19]=[CH:20][CH:21]=3)=[CH:13][C:8]=2[O:7][CH2:6]1.CO.[OH-].[Na+].Cl. The catalyst is O.O1CCCC1. The product is [CH3:28][C:27]1[CH:26]=[C:25]([O:29][CH2:30][CH2:31][CH2:32][S:33]([CH3:36])(=[O:35])=[O:34])[CH:24]=[C:23]([CH3:37])[C:22]=1[C:18]1[CH:19]=[CH:20][CH:21]=[C:16]([CH2:15][O:14][C:12]2[CH:11]=[CH:10][C:9]3[C@H:5]([CH2:4][C:3]([OH:38])=[O:2])[CH2:6][O:7][C:8]=3[CH:13]=2)[CH:17]=1. The yield is 0.880. (8) The reactants are [O:1]=[C:2]([N:26]1[CH2:31][CH2:30][N:29]([C:32](=[O:43])[C:33]2[CH:38]=[CH:37][CH:36]=[CH:35][C:34]=2[C:39]([F:42])([F:41])[F:40])[CH2:28][CH2:27]1)[CH2:3][NH:4][C:5]([C:7]1[CH:11]=[C:10]([C:12]2[CH:17]=[CH:16][CH:15]=[CH:14][C:13]=2[O:18]CC2C=CC=CC=2)[NH:9][N:8]=1)=[O:6]. The catalyst is [Pd].CO. The product is [O:1]=[C:2]([N:26]1[CH2:27][CH2:28][N:29]([C:32](=[O:43])[C:33]2[CH:38]=[CH:37][CH:36]=[CH:35][C:34]=2[C:39]([F:40])([F:42])[F:41])[CH2:30][CH2:31]1)[CH2:3][NH:4][C:5]([C:7]1[CH:11]=[C:10]([C:12]2[CH:17]=[CH:16][CH:15]=[CH:14][C:13]=2[OH:18])[NH:9][N:8]=1)=[O:6]. The yield is 0.413. (9) The reactants are C[O:2][C:3](=[O:33])[CH2:4][CH2:5][C:6]1[CH:11]=[C:10]([Br:12])[C:9]([O:13][C:14]2[CH:19]=[C:18](/[CH:20]=[CH:21]/[C:22]3[CH:27]=[CH:26][N:25]=[CH:24][CH:23]=3)[C:17]([OH:28])=[C:16]([CH:29]([CH3:31])[CH3:30])[CH:15]=2)=[C:8]([Br:32])[CH:7]=1. The catalyst is O1CCCC1.[OH-].[Li+]. The product is [Br:32][C:8]1[CH:7]=[C:6]([CH2:5][CH2:4][C:3]([OH:33])=[O:2])[CH:11]=[C:10]([Br:12])[C:9]=1[O:13][C:14]1[CH:19]=[C:18](/[CH:20]=[CH:21]/[C:22]2[CH:27]=[CH:26][N:25]=[CH:24][CH:23]=2)[C:17]([OH:28])=[C:16]([CH:29]([CH3:31])[CH3:30])[CH:15]=1. The yield is 0.850. (10) The reactants are C(OC([N:8]([C:13]1[CH:53]=[CH:52][C:16]([C:17]([O:19][C:20]([CH3:51])([CH3:50])[C:21]([O:23][C@H:24]([C:35]2[CH:40]=[CH:39][C:38]([O:41][CH:42]([F:44])[F:43])=[C:37]([O:45][CH2:46][CH:47]3[CH2:49][CH2:48]3)[CH:36]=2)[CH2:25][C:26]2[C:31]([Cl:32])=[CH:30][N+:29]([O-:33])=[CH:28][C:27]=2[Cl:34])=[O:22])=[O:18])=[CH:15][C:14]=1[O:54][CH2:55][CH:56]1[CH2:58][CH2:57]1)[S:9]([CH3:12])(=[O:11])=[O:10])=O)(C)(C)C.O1CCOCC1. The catalyst is C(Cl)Cl.Cl. The product is [Cl:34][C:27]1[CH:28]=[N+:29]([O-:33])[CH:30]=[C:31]([Cl:32])[C:26]=1[CH2:25][C@@H:24]([C:35]1[CH:40]=[CH:39][C:38]([O:41][CH:42]([F:43])[F:44])=[C:37]([O:45][CH2:46][CH:47]2[CH2:48][CH2:49]2)[CH:36]=1)[O:23][C:21](=[O:22])[C:20]([O:19][C:17](=[O:18])[C:16]1[CH:52]=[CH:53][C:13]([NH:8][S:9]([CH3:12])(=[O:11])=[O:10])=[C:14]([O:54][CH2:55][CH:56]2[CH2:58][CH2:57]2)[CH:15]=1)([CH3:50])[CH3:51]. The yield is 0.336.